This data is from Catalyst prediction with 721,799 reactions and 888 catalyst types from USPTO. The task is: Predict which catalyst facilitates the given reaction. (1) Reactant: [C:1]1([C:7]2[S:11][CH:10]=[C:9]([NH2:12])[CH:8]=2)[CH:6]=[CH:5][CH:4]=[CH:3][CH:2]=1.C([O-])([O-])=O.[K+].[K+].[CH3:19][CH:20](Br)[C:21]([O:23][CH3:24])=[O:22]. Product: [C:1]1([C:7]2[S:11][CH:10]=[C:9]([NH:12][CH:20]([CH3:19])[C:21]([O:23][CH3:24])=[O:22])[CH:8]=2)[CH:2]=[CH:3][CH:4]=[CH:5][CH:6]=1. The catalyst class is: 3. (2) Reactant: Cl.[O:2]=[C:3]1[N:7]([C:8]2[CH:17]=[CH:16][C:11]([C:12]([O:14][CH3:15])=[O:13])=[CH:10][CH:9]=2)[CH2:6][C:5]2([CH2:22][CH2:21][NH:20][CH2:19][CH2:18]2)[O:4]1.C([BH3-])#N.[Br:26][C:27]1[CH:28]=[C:29]([CH:32]=[CH:33][C:34]=1[O:35][C:36]([F:39])([F:38])[F:37])[CH:30]=O.CC(O)=O. Product: [Br:26][C:27]1[CH:28]=[C:29]([CH:32]=[CH:33][C:34]=1[O:35][C:36]([F:37])([F:38])[F:39])[CH2:30][N:20]1[CH2:21][CH2:22][C:5]2([O:4][C:3](=[O:2])[N:7]([C:8]3[CH:17]=[CH:16][C:11]([C:12]([O:14][CH3:15])=[O:13])=[CH:10][CH:9]=3)[CH2:6]2)[CH2:18][CH2:19]1. The catalyst class is: 3. (3) Reactant: Br[C:2]1[CH:7]=[CH:6][CH:5]=[CH:4][N:3]=1.CCCCCC.C([Li])CCC.[CH3:19][C:20]1[CH:27]=[C:26]([N+:28]([O-:30])=[O:29])[CH:25]=[CH:24][C:21]=1[CH:22]=[O:23].O. Product: [CH3:19][C:20]1[CH:27]=[C:26]([N+:28]([O-:30])=[O:29])[CH:25]=[CH:24][C:21]=1[CH:22]([C:2]1[CH:7]=[CH:6][CH:5]=[CH:4][N:3]=1)[OH:23]. The catalyst class is: 469. (4) The catalyst class is: 751. Reactant: [CH:1]([N:4]1[C:8]([C:9]2[CH2:13][NH:12][CH2:11][C:10]=2[CH2:14][OH:15])=[CH:7][CH:6]=[N:5]1)([CH3:3])[CH3:2].C=O.[BH-](OC(C)=O)(OC(C)=O)O[C:20](C)=O.[Na+]. Product: [CH:1]([N:4]1[C:8]([C:9]2[CH2:13][N:12]([CH3:20])[CH2:11][C:10]=2[CH2:14][OH:15])=[CH:7][CH:6]=[N:5]1)([CH3:3])[CH3:2]. (5) Reactant: O(C)[Na].[CH3:4][O:5][CH:6]([C:12]([O:14]C)=O)[C:7]([O:9]CC)=O.Cl.[N+:17]([C:20]1[CH:28]=[CH:27][C:23]([C:24](=[NH:26])[NH2:25])=[CH:22][CH:21]=1)([O-:19])=[O:18]. Product: [OH:14][C:12]1[N:25]=[C:24]([C:23]2[CH:22]=[CH:21][C:20]([N+:17]([O-:19])=[O:18])=[CH:28][CH:27]=2)[NH:26][C:7](=[O:9])[C:6]=1[O:5][CH3:4]. The catalyst class is: 14. (6) The catalyst class is: 117. Reactant: Cl[C:2]1[N:7]=[C:6]([NH:8][C:9]2[CH:10]=[C:11]3[C:15](=[CH:16][CH:17]=2)[N:14]([C:18]([O:20][C:21]([CH3:24])([CH3:23])[CH3:22])=[O:19])[N:13]=[CH:12]3)[CH:5]=[CH:4][N:3]=1.[CH:25]([NH:28][C:29](=[O:47])[CH2:30][O:31][C:32]1[CH:37]=[CH:36][CH:35]=[C:34](B2OC(C)(C)C(C)(C)O2)[CH:33]=1)([CH3:27])[CH3:26].C(Cl)Cl.C([O-])([O-])=O.[K+].[K+]. Product: [CH:25]([NH:28][C:29](=[O:47])[CH2:30][O:31][C:32]1[CH:37]=[C:36]([C:2]2[N:7]=[C:6]([NH:8][C:9]3[CH:10]=[C:11]4[C:15](=[CH:16][CH:17]=3)[N:14]([C:18]([O:20][C:21]([CH3:24])([CH3:23])[CH3:22])=[O:19])[N:13]=[CH:12]4)[CH:5]=[CH:4][N:3]=2)[CH:35]=[CH:34][CH:33]=1)([CH3:27])[CH3:26]. (7) Reactant: [Br:1][C:2]1[CH:3]=[N:4][C:5]([NH:8][C:9]2[CH:10]=[CH:11][C:12]([F:16])=[C:13]([OH:15])[CH:14]=2)=[N:6][CH:7]=1.Br[CH2:18][CH2:19][OH:20].C(=O)([O-])[O-].[Cs+].[Cs+]. Product: [Br:1][C:2]1[CH:7]=[N:6][C:5]([NH:8][C:9]2[CH:10]=[CH:11][C:12]([F:16])=[C:13]([CH:14]=2)[O:15][CH2:18][CH2:19][OH:20])=[N:4][CH:3]=1. The catalyst class is: 10.